Dataset: Catalyst prediction with 721,799 reactions and 888 catalyst types from USPTO. Task: Predict which catalyst facilitates the given reaction. (1) Reactant: [F:1][C:2]1[CH:21]=[C:20]([O:22][CH3:23])[CH:19]=[CH:18][C:3]=1[O:4][CH:5]1[CH2:10][CH2:9][N:8](C(OC(C)(C)C)=O)[CH2:7][CH2:6]1.[ClH:24].CO. Product: [F:1][C:2]1[CH:21]=[C:20]([O:22][CH3:23])[CH:19]=[CH:18][C:3]=1[O:4][CH:5]1[CH2:6][CH2:7][NH:8][CH2:9][CH2:10]1.[ClH:24]. The catalyst class is: 258. (2) Reactant: [C:1]([NH:18][C@H:19]([C:28](O)=[O:29])[CH2:20][C:21]1[CH:26]=[CH:25][C:24]([OH:27])=[CH:23][CH:22]=1)([O:3][CH2:4][CH:5]1[C:17]2[C:12](=[CH:13][CH:14]=[CH:15][CH:16]=2)[C:11]2[C:6]1=[CH:7][CH:8]=[CH:9][CH:10]=2)=[O:2].[NH2:31][CH2:32][C:33]([O:35][C:36]([CH3:39])([CH3:38])[CH3:37])=[O:34].ON1C2N=CC=CC=2N=N1.CN1CCOCC1.C(Cl)CCl. Product: [CH:16]1[C:17]2[CH:5]([CH2:4][O:3][C:1]([NH:18][C@@H:19]([CH2:20][C:21]3[CH:26]=[CH:25][C:24]([OH:27])=[CH:23][CH:22]=3)[C:28]([NH:31][CH2:32][C:33]([O:35][C:36]([CH3:39])([CH3:38])[CH3:37])=[O:34])=[O:29])=[O:2])[C:6]3[C:11](=[CH:10][CH:9]=[CH:8][CH:7]=3)[C:12]=2[CH:13]=[CH:14][CH:15]=1. The catalyst class is: 2. (3) Reactant: C([O:3][C:4]([C:6]1[C:7]([NH:16][C:17]2[CH:22]=[CH:21][C:20]([Br:23])=[CH:19][C:18]=2[F:24])=[CH:8][C:9](=[O:15])[N:10]2[C:14]=1[CH2:13][CH2:12][CH2:11]2)=[O:5])C.C1COCC1.CO.[Li+].[OH-].Cl. Product: [Br:23][C:20]1[CH:21]=[CH:22][C:17]([NH:16][C:7]2[C:6]([C:4]([OH:5])=[O:3])=[C:14]3[N:10]([CH2:11][CH2:12][CH2:13]3)[C:9](=[O:15])[CH:8]=2)=[C:18]([F:24])[CH:19]=1. The catalyst class is: 147. (4) Reactant: C(O[C:6]([N:8](C)[CH2:9][C:10]([NH:12][CH2:13][CH2:14][O:15][CH2:16][CH2:17][P+:18]([C:31]1[CH:36]=[CH:35][CH:34]=[CH:33][CH:32]=1)([C:25]1[CH:30]=[CH:29][CH:28]=[CH:27][CH:26]=1)[C:19]1[CH:24]=[CH:23][CH:22]=[CH:21][CH:20]=1)=[O:11])=O)(C)(C)C.[I-].[ClH:39].CCOCC. Product: [CH3:6][NH:8][CH2:9][C:10]([NH:12][CH2:13][CH2:14][O:15][CH2:16][CH2:17][P+:18]([C:31]1[CH:36]=[CH:35][CH:34]=[CH:33][CH:32]=1)([C:25]1[CH:26]=[CH:27][CH:28]=[CH:29][CH:30]=1)[C:19]1[CH:20]=[CH:21][CH:22]=[CH:23][CH:24]=1)=[O:11].[Cl-:39]. The catalyst class is: 2. (5) Reactant: [Br:1][C:2]1[N:3]=[C:4]([C:7]2[CH:12]=[CH:11][N:10]=[C:9](Cl)[N:8]=2)[S:5][CH:6]=1.C(=O)([O-])[O-].[K+].[K+].[NH:20]1[CH2:25][CH2:24][O:23][CH2:22][CH2:21]1. Product: [Br:1][C:2]1[N:3]=[C:4]([C:7]2[CH:12]=[CH:11][N:10]=[C:9]([N:20]3[CH2:25][CH2:24][O:23][CH2:22][CH2:21]3)[N:8]=2)[S:5][CH:6]=1. The catalyst class is: 14. (6) Reactant: [Cl:1][C:2]1[C:11]2[C:6](=[CH:7][C:8]([F:13])=[CH:9][C:10]=2[F:12])[N:5]=[C:4]([C:14]2[CH:15]=[N:16][C:17](F)=[CH:18][CH:19]=2)[C:3]=1[CH3:21].[NH:22]1[CH2:26][CH2:25][CH2:24][CH2:23]1.C(=O)([O-])[O-].[K+].[K+].O. Product: [Cl:1][C:2]1[C:11]2[C:6](=[CH:7][C:8]([F:13])=[CH:9][C:10]=2[F:12])[N:5]=[C:4]([C:14]2[CH:15]=[N:16][C:17]([N:22]3[CH2:26][CH2:25][CH2:24][CH2:23]3)=[CH:18][CH:19]=2)[C:3]=1[CH3:21]. The catalyst class is: 3. (7) Reactant: [NH2:1][C:2]1[C:3](=[O:10])[N:4]([CH3:9])[N:5]=[C:6]([Cl:8])[CH:7]=1.[I:11]N1C(=O)CCC1=O. Product: [NH2:1][C:2]1[C:3](=[O:10])[N:4]([CH3:9])[N:5]=[C:6]([Cl:8])[C:7]=1[I:11]. The catalyst class is: 10.